The task is: Predict the reaction yield, written as a fraction of the theoretical maximum amount of product (1.0 means a 100% yield; for example, 0.34 means a 34% yield).. This data is from Reaction yield outcomes from USPTO patents with 853,638 reactions. The reactants are [CH:1]1[C:10]2[C:5](=[CH:6][CH:7]=[CH:8][CH:9]=2)[CH:4]=[C:3]([C:11]([OH:13])=O)[N:2]=1.CN(C(ON1N=NC2C=CC=CC1=2)=[N+](C)C)C.F[P-](F)(F)(F)(F)F.[CH3:38][O:39][C:40]([C:42]1[C:50]2[N:49]=[C:48]([NH2:51])[NH:47][C:46]=2[CH:45]=[C:44]([CH2:52][CH2:53][CH3:54])[CH:43]=1)=[O:41]. No catalyst specified. The product is [CH3:38][O:39][C:40]([C:42]1[C:50]2[N:49]=[C:48]([NH:51][C:11]([C:3]3[N:2]=[CH:1][C:10]4[C:5]([CH:4]=3)=[CH:6][CH:7]=[CH:8][CH:9]=4)=[O:13])[NH:47][C:46]=2[CH:45]=[C:44]([CH2:52][CH2:53][CH3:54])[CH:43]=1)=[O:41]. The yield is 0.750.